Task: Predict the reactants needed to synthesize the given product.. Dataset: Full USPTO retrosynthesis dataset with 1.9M reactions from patents (1976-2016) (1) Given the product [O:1]1[C:2]2([CH2:6][CH2:5][CH:4]([C:7]([O:9][CH2:16][CH3:17])=[O:8])[CH2:3]2)[O:13][CH2:10][CH2:11]1, predict the reactants needed to synthesize it. The reactants are: [O:1]=[C:2]1[CH2:6][CH2:5][CH:4]([C:7]([OH:9])=[O:8])[CH2:3]1.[CH2:10]([OH:13])[CH2:11]O.C(OCC)(OCC)O[CH2:16][CH3:17].O.C1(C)C=CC(S(O)(=O)=O)=CC=1. (2) Given the product [Cl:8][C:5]1[N:4]=[CH:3][N:2]=[C:7]([NH:33][C:26]2[C:21]3[S:20][C:19]([C:13]4[C:12]([Cl:11])=[CH:17][CH:16]=[CH:15][C:14]=4[Cl:18])=[N:31][C:22]=3[N:23]=[CH:24][N:25]=2)[CH:6]=1, predict the reactants needed to synthesize it. The reactants are: N[N:2]1[CH:7]=[CH:6][C:5]([Cl:8])=[N:4][CH2:3]1.[H-].[Na+].[Cl:11][C:12]1[CH:17]=[CH:16][CH:15]=[C:14]([Cl:18])[C:13]=1[C:19]1[S:20][C:21]2[C:26](S(C)(=O)=O)=[N:25][CH:24]=[N:23][C:22]=2[N:31]=1.C[N:33](C=O)C. (3) The reactants are: [C:1]1([C:14]2[CH:19]=[CH:18][CH:17]=[CH:16][CH:15]=2)[CH:6]=[CH:5][C:4]([NH:7][C:8](=[O:13])[CH2:9][C:10]([OH:12])=O)=[CH:3][CH:2]=1.C1C=CC2N(O)N=NC=2C=1.CCN(C(C)C)C(C)C.CCN=C=NCCCN(C)C.Cl.Cl.[Cl:52][C:53]1[CH:65]=[CH:64][C:63]([F:66])=[CH:62][C:54]=1[O:55][CH:56]1[CH2:61][CH2:60][NH:59][CH2:58][CH2:57]1. Given the product [C:1]1([C:14]2[CH:19]=[CH:18][CH:17]=[CH:16][CH:15]=2)[CH:2]=[CH:3][C:4]([NH:7][C:8](=[O:13])[CH2:9][C:10]([N:59]2[CH2:58][CH2:57][CH:56]([O:55][C:54]3[CH:62]=[C:63]([F:66])[CH:64]=[CH:65][C:53]=3[Cl:52])[CH2:61][CH2:60]2)=[O:12])=[CH:5][CH:6]=1, predict the reactants needed to synthesize it. (4) Given the product [C:27]([C:29]1[C:34]([F:35])=[CH:33][C:32]([C:2]2[N:7]=[C:6]([NH:8][CH3:9])[N:5]=[C:4]([N:10]3[C@H:15]([CH3:16])[CH2:14][CH2:13][C@H:12]([C:17]([NH:19][CH2:20][C:21]4[CH:26]=[CH:25][CH:24]=[CH:23][CH:22]=4)=[O:18])[CH2:11]3)[CH:3]=2)=[CH:31][C:30]=1[F:39])#[N:28], predict the reactants needed to synthesize it. The reactants are: Cl[C:2]1[N:7]=[C:6]([NH:8][CH3:9])[N:5]=[C:4]([N:10]2[C@H:15]([CH3:16])[CH2:14][CH2:13][C@H:12]([C:17]([NH:19][CH2:20][C:21]3[CH:26]=[CH:25][CH:24]=[CH:23][CH:22]=3)=[O:18])[CH2:11]2)[CH:3]=1.[C:27]([C:29]1[C:34]([F:35])=[CH:33][C:32](B(O)O)=[CH:31][C:30]=1[F:39])#[N:28].C1(P(C2CCCCC2)C2CCCCC2)CCCCC1.[O-]P([O-])([O-])=O.[K+].[K+].[K+]. (5) Given the product [Cl:1][C:2]1[C:3]2[CH:10]=[CH:9][N:8]([C@@H:11]3[O:24][C@H:23]([CH2:25][OH:26])[C@@H:13]([OH:14])[C@@H:12]3[F:35])[C:4]=2[N:5]=[CH:6][N:7]=1, predict the reactants needed to synthesize it. The reactants are: [Cl:1][C:2]1[C:3]2[CH:10]=[CH:9][N:8]([C@@H:11]3[O:24][C@H:23]([CH2:25][O:26]C(=O)C4C=CC=CC=4)[C@@H:13]([O:14]C(=O)C4C=CC=CC=4)[C@@H:12]3[F:35])[C:4]=2[N:5]=[CH:6][N:7]=1.